Dataset: Forward reaction prediction with 1.9M reactions from USPTO patents (1976-2016). Task: Predict the product of the given reaction. (1) Given the reactants Br[C:2]1[CH:7]=[CH:6][C:5]([O:8][CH3:9])=[CH:4][C:3]=1[CH:10]1[O:15][CH2:14][CH2:13][CH2:12][O:11]1.[CH:16]([N:19]1[CH2:24][CH2:23][CH:22]([NH2:25])[CH2:21][CH2:20]1)([CH3:18])[CH3:17].CC(C)([O-])C.[Na+], predict the reaction product. The product is: [O:11]1[CH2:12][CH2:13][CH2:14][O:15][CH:10]1[C:3]1[CH:4]=[C:5]([O:8][CH3:9])[CH:6]=[CH:7][C:2]=1[NH:25][CH:22]1[CH2:23][CH2:24][N:19]([CH:16]([CH3:18])[CH3:17])[CH2:20][CH2:21]1. (2) Given the reactants [CH:1]([NH:4][C:5]([C:7]1[CH:8]=[CH:9][C:10]2[O:14][C:13]3[CH:15]=[C:16]([S:19]([NH:22][C@@H:23]([CH:28]([CH3:30])[CH3:29])[C:24]([O:26]C)=[O:25])(=[O:21])=[O:20])[CH:17]=[CH:18][C:12]=3[C:11]=2[CH:31]=1)=[NH:6])([CH3:3])[CH3:2].Cl, predict the reaction product. The product is: [CH:1]([NH:4][C:5]([C:7]1[CH:8]=[CH:9][C:10]2[O:14][C:13]3[CH:15]=[C:16]([S:19]([NH:22][C@@H:23]([CH:28]([CH3:30])[CH3:29])[C:24]([OH:26])=[O:25])(=[O:21])=[O:20])[CH:17]=[CH:18][C:12]=3[C:11]=2[CH:31]=1)=[NH:6])([CH3:3])[CH3:2]. (3) Given the reactants [Br:1][C:2]1[CH:17]=[CH:16][C:5]2[C:6](Cl)=[N:7][C:8]3[C:13]([C:4]=2[CH:3]=1)=[C:12]([Cl:14])[N:11]=[CH:10][CH:9]=3.[CH3:18][CH:19]([CH3:27])[C:20]([O:22][C:23]([CH3:26])([CH3:25])[CH3:24])=[O:21].C[Si]([N-][Si](C)(C)C)(C)C.[Na+], predict the reaction product. The product is: [Br:1][C:2]1[CH:17]=[CH:16][C:5]2[C:6]([C:19]([CH3:27])([CH3:18])[C:20]([O:22][C:23]([CH3:26])([CH3:25])[CH3:24])=[O:21])=[N:7][C:8]3[C:13]([C:4]=2[CH:3]=1)=[C:12]([Cl:14])[N:11]=[CH:10][CH:9]=3. (4) Given the reactants [CH3:1][O:2][C:3]1[CH:4]=[C:5]2[C:10](=[CH:11][C:12]=1[O:13][CH3:14])[N:9]=[CH:8][N:7]=[C:6]2[O:15][C:16]1[CH:26]=[CH:25][C:19]([O:20][CH2:21][C:22](O)=[O:23])=[CH:18][CH:17]=1.CCN=C=NCCCN(C)C.Cl.C1C=CC2N(O)N=NC=2C=1.[CH3:49][O:50][C:51]1[CH:56]=[CH:55][CH:54]=[C:53]([NH2:57])[CH:52]=1.C(=O)([O-])O.[Na+], predict the reaction product. The product is: [CH3:49][O:50][C:51]1[CH:52]=[C:53]([NH:57][C:22](=[O:23])[CH2:21][O:20][C:19]2[CH:18]=[CH:17][C:16]([O:15][C:6]3[C:5]4[C:10](=[CH:11][C:12]([O:13][CH3:14])=[C:3]([O:2][CH3:1])[CH:4]=4)[N:9]=[CH:8][N:7]=3)=[CH:26][CH:25]=2)[CH:54]=[CH:55][CH:56]=1. (5) Given the reactants [CH3:1][O:2][C:3](=[O:37])[C@@H:4]([NH:19][C:20](=[O:36])[C:21]1[CH:26]=[C:25]([Br:27])[CH:24]=[CH:23][C:22]=1[O:28][CH2:29][CH2:30][CH2:31][CH2:32][CH2:33][CH2:34][CH3:35])[CH2:5][C:6]1[CH:11]=[CH:10][C:9]([C:12]2[CH:17]=[CH:16][CH:15]=[CH:14][C:13]=2[OH:18])=[CH:8][CH:7]=1.[F:38][C:39]([F:50])([F:49])[C:40]1[CH:45]=[CH:44][C:43](B(O)O)=[CH:42][CH:41]=1, predict the reaction product. The product is: [CH3:1][O:2][C:3](=[O:37])[C@@H:4]([NH:19][C:20](=[O:36])[C:21]1[CH:26]=[C:25]([Br:27])[CH:24]=[CH:23][C:22]=1[O:28][CH2:29][CH2:30][CH2:31][CH2:32][CH2:33][CH2:34][CH3:35])[CH2:5][C:6]1[CH:7]=[CH:8][C:9]([C:12]2[CH:17]=[CH:16][CH:15]=[CH:14][C:13]=2[O:18][C:43]2[CH:44]=[CH:45][C:40]([C:39]([F:50])([F:49])[F:38])=[CH:41][CH:42]=2)=[CH:10][CH:11]=1. (6) Given the reactants CC1CCCO1.Cl.NC1C=CC(N2C3CCC2CC3)=CC=1C(F)(F)F.O=C1C2C(=CC=CC=2C(F)(F)F)NC=C1C(O)=O.C(P1(=O)OP(CCC)(=O)OP(CCC)(=O)O1)CC.N1C=CC=CC=1.Cl.[CH:69]12[N:75]([C:76]3[CH:81]=[CH:80][C:79]([NH:82][C:83]([C:85]4[C:94](=[O:95])[C:93]5[C:88](=[CH:89][CH:90]=[CH:91][C:92]=5[C:96]([F:99])([F:98])[F:97])[NH:87][CH:86]=4)=[O:84])=[C:78]([C:100]([F:103])([F:102])[F:101])[CH:77]=3)[CH:72]([CH2:73][CH2:74]1)[CH2:71][CH2:70]2.Cl, predict the reaction product. The product is: [CH:72]12[N:75]([C:76]3[CH:81]=[CH:80][C:79]([NH:82][C:83]([C:85]4[C:94](=[O:95])[C:93]5[C:88](=[CH:89][CH:90]=[CH:91][C:92]=5[C:96]([F:97])([F:98])[F:99])[NH:87][CH:86]=4)=[O:84])=[C:78]([C:100]([F:103])([F:102])[F:101])[CH:77]=3)[CH:69]([CH2:70][CH2:71]1)[CH2:74][CH2:73]2.